Dataset: Forward reaction prediction with 1.9M reactions from USPTO patents (1976-2016). Task: Predict the product of the given reaction. (1) Given the reactants [CH:1]([C:4]1[C:8]([CH2:9][OH:10])=[CH:7][N:6]([C:11]2[CH:16]=[CH:15][C:14]([C:17]([F:20])([F:19])[F:18])=[CH:13][N:12]=2)[N:5]=1)([CH3:3])[CH3:2].O[C:22]1[CH:23]=[C:24]([CH2:28][C:29]([O:31]C)=[O:30])[CH:25]=[CH:26][CH:27]=1.C(P(CCCC)CCCC)CCC.N(C(N1CCCCC1)=O)=NC(N1CCCCC1)=O, predict the reaction product. The product is: [CH:1]([C:4]1[C:8]([CH2:9][O:10][C:22]2[CH:23]=[C:24]([CH2:28][C:29]([OH:31])=[O:30])[CH:25]=[CH:26][CH:27]=2)=[CH:7][N:6]([C:11]2[CH:16]=[CH:15][C:14]([C:17]([F:19])([F:18])[F:20])=[CH:13][N:12]=2)[N:5]=1)([CH3:3])[CH3:2]. (2) The product is: [I-:35].[C:1]([C:3]1[CH:4]=[CH:5][C:6]([CH2:9][C:10]([NH:12][CH:13]2[CH2:14][CH2:15][N+:16]([CH2:19][CH2:20][CH:21]([C:22]3[CH:23]=[CH:24][CH:25]=[CH:26][CH:27]=3)[C:28]3[CH:29]=[CH:30][CH:31]=[CH:32][CH:33]=3)([CH3:34])[CH2:17][CH2:18]2)=[O:11])=[CH:7][CH:8]=1)#[N:2]. Given the reactants [C:1]([C:3]1[CH:8]=[CH:7][C:6]([CH2:9][C:10]([NH:12][CH:13]2[CH2:18][CH2:17][N:16]([CH2:19][CH2:20][CH:21]([C:28]3[CH:33]=[CH:32][CH:31]=[CH:30][CH:29]=3)[C:22]3[CH:27]=[CH:26][CH:25]=[CH:24][CH:23]=3)[CH2:15][CH2:14]2)=[O:11])=[CH:5][CH:4]=1)#[N:2].[CH3:34][I:35], predict the reaction product.